Dataset: Catalyst prediction with 721,799 reactions and 888 catalyst types from USPTO. Task: Predict which catalyst facilitates the given reaction. (1) Reactant: [CH:1]#[C:2][CH:3]([OH:9])[CH2:4][CH2:5][CH2:6][CH2:7][CH3:8].[H-].[Na+].[CH:12]1[CH:17]=[CH:16][C:15]([CH2:18]Br)=[CH:14][CH:13]=1. Product: [CH2:4]([CH:3]([O:9][CH2:18][C:15]1[CH:16]=[CH:17][CH:12]=[CH:13][CH:14]=1)[C:2]#[CH:1])[CH2:5][CH2:6][CH2:7][CH3:8]. The catalyst class is: 1. (2) Reactant: [OH-].[Na+].[Cl:3][C:4]1[CH:5]=[C:6]([OH:11])[CH:7]=[C:8]([Cl:10])[CH:9]=1.[Br:12][CH2:13][CH2:14]Br. Product: [Br:12][CH2:13][CH2:14][O:11][C:6]1[CH:5]=[C:4]([Cl:3])[CH:9]=[C:8]([Cl:10])[CH:7]=1. The catalyst class is: 238. (3) The catalyst class is: 7. Reactant: [CH2:1]1[N:12]2[C:13]3[C:9]([C@@H:10]4[CH2:17][NH:16][CH2:15][CH2:14][C@@H:11]42)=[CH:8][C:7]([C:18]2[CH:25]=[CH:24][C:23]([O:26][CH3:27])=[CH:22][C:19]=2[CH:20]=[O:21])=[CH:6][C:5]=3[CH2:4][S:3][CH2:2]1.[CH3:28][Mg]Br. Product: [CH2:1]1[N:12]2[C:13]3[C:9]([C@@H:10]4[CH2:17][NH:16][CH2:15][CH2:14][C@@H:11]42)=[CH:8][C:7]([C:18]2[CH:25]=[CH:24][C:23]([O:26][CH3:27])=[CH:22][C:19]=2[CH:20]([OH:21])[CH3:28])=[CH:6][C:5]=3[CH2:4][S:3][CH2:2]1. (4) Reactant: [CH3:1][C:2]1[CH:7]=[CH:6][C:5]([CH3:8])=[CH:4][C:3]=1[OH:9].[O-]CC.[Na+].Br[CH2:15][CH2:16][CH2:17][C:18]([O:20]CC)=[O:19].[OH-].[Na+]. Product: [CH3:1][C:2]1[CH:7]=[CH:6][C:5]([CH3:8])=[CH:4][C:3]=1[O:9][CH2:15][CH2:16][CH2:17][C:18]([OH:20])=[O:19]. The catalyst class is: 40. (5) Reactant: CC1C=CC(S(O[CH2:12][CH2:13][O:14][CH2:15][C:16]2[CH:21]=[C:20]([Br:22])[CH:19]=[CH:18][C:17]=2[NH:23][C:24]2[CH:29]=[CH:28][C:27]([C:30]([C:32]3[CH:37]=[CH:36][CH:35]=[CH:34][C:33]=3[CH3:38])=[O:31])=[C:26]([Cl:39])[CH:25]=2)(=O)=O)=CC=1.[Na+].[I-:41]. Product: [Br:22][C:20]1[CH:19]=[CH:18][C:17]([NH:23][C:24]2[CH:29]=[CH:28][C:27]([C:30]([C:32]3[CH:37]=[CH:36][CH:35]=[CH:34][C:33]=3[CH3:38])=[O:31])=[C:26]([Cl:39])[CH:25]=2)=[C:16]([CH2:15][O:14][CH2:13][CH2:12][I:41])[CH:21]=1. The catalyst class is: 95. (6) Product: [C:32]([C:29]1[CH:30]=[CH:31][C:26]([O:19][C:16]2[CH:17]=[CH:18][C:13]([C:10]3[S:11][CH:12]=[C:8]([C:3]4[CH:4]=[CH:5][CH:6]=[CH:7][C:2]=4[Cl:1])[C:9]=3[CH2:20][C:21]([O:23][CH3:24])=[O:22])=[CH:14][CH:15]=2)=[CH:27][CH:28]=1)(=[O:34])[CH3:33]. Reactant: [Cl:1][C:2]1[CH:7]=[CH:6][CH:5]=[CH:4][C:3]=1[C:8]1[C:9]([CH2:20][C:21]([O:23][CH3:24])=[O:22])=[C:10]([C:13]2[CH:18]=[CH:17][C:16]([OH:19])=[CH:15][CH:14]=2)[S:11][CH:12]=1.F[C:26]1[CH:31]=[CH:30][C:29]([C:32](=[O:34])[CH3:33])=[CH:28][CH:27]=1.C([O-])([O-])=O.[K+].[K+]. The catalyst class is: 44. (7) Reactant: [CH:1]([C:3]1[C:4]([F:15])=[CH:5][N:6]=[C:7]2[C:12]=1[N:11]=[C:10]([O:13][CH3:14])[CH:9]=[CH:8]2)=[CH2:2].[OH:16][C@@H:17]1[CH2:21][NH:20][CH2:19][C@H:18]1[CH2:22][NH:23][C:24](=[O:33])[O:25][CH2:26][C:27]1[CH:32]=[CH:31][CH:30]=[CH:29][CH:28]=1. Product: [C:27]1([CH2:26][O:25][C:24](=[O:33])[NH:23][CH2:22][C@H:18]2[C@H:17]([OH:16])[CH2:21][N:20]([CH2:2][CH2:1][C:3]3[C:12]4[C:7](=[CH:8][CH:9]=[C:10]([O:13][CH3:14])[N:11]=4)[N:6]=[CH:5][C:4]=3[F:15])[CH2:19]2)[CH:32]=[CH:31][CH:30]=[CH:29][CH:28]=1. The catalyst class is: 14. (8) Reactant: CCN(S(F)(F)[F:7])CC.O[CH:11]1[CH2:15][N:14]([C:16]([O:18][CH2:19][C:20]2[CH:25]=[CH:24][CH:23]=[CH:22][CH:21]=2)=[O:17])[C@H:13]([C:26]([O:28][CH2:29][CH3:30])=[O:27])[CH:12]1[CH3:31]. Product: [F:7][CH:11]1[CH2:15][N:14]([C:16]([O:18][CH2:19][C:20]2[CH:25]=[CH:24][CH:23]=[CH:22][CH:21]=2)=[O:17])[C@H:13]([C:26]([O:28][CH2:29][CH3:30])=[O:27])[CH:12]1[CH3:31]. The catalyst class is: 4. (9) Reactant: Cl[C:2]1[N:3]=[C:4]([N:14]2[CH2:19][CH2:18][O:17][CH2:16][CH2:15]2)[C:5]2[S:10][C:9]([CH2:11][NH:12][CH3:13])=[CH:8][C:6]=2[N:7]=1.C([O:23][C:24]([CH3:29])([CH3:28])[C:25](Cl)=[O:26])(=O)C.CC1(C)C(C)(C)OB([C:38]2[CH:46]=[CH:45][CH:44]=[C:43]3[C:39]=2[CH:40]=[N:41][NH:42]3)O1.CO. Product: [NH:42]1[C:43]2[C:39](=[C:38]([C:2]3[N:3]=[C:4]([N:14]4[CH2:19][CH2:18][O:17][CH2:16][CH2:15]4)[C:5]4[S:10][C:9]([CH2:11][N:12]([CH3:13])[C:25](=[O:26])[C:24]([OH:23])([CH3:28])[CH3:29])=[CH:8][C:6]=4[N:7]=3)[CH:46]=[CH:45][CH:44]=2)[CH:40]=[N:41]1. The catalyst class is: 1.